From a dataset of Forward reaction prediction with 1.9M reactions from USPTO patents (1976-2016). Predict the product of the given reaction. (1) Given the reactants [CH2:1]([C:4]1[CH:9]=[CH:8][C:7]([S:10](Cl)(=[O:12])=[O:11])=[CH:6][CH:5]=1)[CH2:2][CH3:3].N1C=CC=CC=1.[NH2:20][C:21]1[CH:30]=[CH:29][C:24]2[N:25]=[C:26]([CH3:28])[O:27][C:23]=2[CH:22]=1.C([O-])(O)=O.[Na+], predict the reaction product. The product is: [CH3:28][C:26]1[O:27][C:23]2[CH:22]=[C:21]([NH:20][S:10]([C:7]3[CH:8]=[CH:9][C:4]([CH2:1][CH2:2][CH3:3])=[CH:5][CH:6]=3)(=[O:12])=[O:11])[CH:30]=[CH:29][C:24]=2[N:25]=1. (2) Given the reactants [OH:1][CH2:2][CH:3]([CH2:5]O)[OH:4].[H][H].C(O)CO, predict the reaction product. The product is: [CH2:2]([OH:1])[CH:3]([OH:4])[CH3:5].[CH3:5][C:3]([CH2:2][OH:1])=[O:4]. (3) Given the reactants FC(F)(F)C1C=C(NC(=O)NC2C=CC(C3SC(CCC(OC)=O)=NC=3)=CC=2)C=CC=1.[NH2:32][C:33]1[CH:38]=[CH:37][C:36]([C:39]2[O:43][C:42]([CH2:44][C:45]([CH3:51])([CH3:50])[C:46]([O:48][CH3:49])=[O:47])=[N:41][CH:40]=2)=[CH:35][CH:34]=1.[N:52]([C:55]1[CH:60]=[CH:59][C:58]([C:61]([F:64])([F:63])[F:62])=[CH:57][CH:56]=1)=[C:53]=[O:54], predict the reaction product. The product is: [CH3:50][C:45]([CH3:51])([CH2:44][C:42]1[O:43][C:39]([C:36]2[CH:35]=[CH:34][C:33]([NH:32][C:53]([NH:52][C:55]3[CH:56]=[CH:57][C:58]([C:61]([F:62])([F:63])[F:64])=[CH:59][CH:60]=3)=[O:54])=[CH:38][CH:37]=2)=[CH:40][N:41]=1)[C:46]([O:48][CH3:49])=[O:47]. (4) Given the reactants [Cl:1][C:2]1[CH:3]=[C:4]([CH:16]=[CH:17][C:18]=1[Cl:19])[CH2:5][C:6]1[O:10][N:9]=[C:8]([C:11]([O:13]CC)=[O:12])[CH:7]=1.C(O)C.[OH-].[Na+], predict the reaction product. The product is: [Cl:1][C:2]1[CH:3]=[C:4]([CH:16]=[CH:17][C:18]=1[Cl:19])[CH2:5][C:6]1[O:10][N:9]=[C:8]([C:11]([OH:13])=[O:12])[CH:7]=1. (5) Given the reactants [Cl:1][C:2]([Cl:43])([Cl:42])[C:3]([O:6][C:7]([N:9]1[CH:14]2[C:15]([C:36]([OH:38])=[O:37])=[C:16]([C:18]3[CH:23]=[CH:22][C:21]([O:24][CH2:25][CH2:26][O:27][C:28]4[CH:33]=[C:32]([F:34])[CH:31]=[CH:30][C:29]=4Br)=[CH:20][CH:19]=3)[CH2:17][CH:10]1[CH2:11][N:12]([C:39](=[O:41])[CH3:40])[CH2:13]2)=[O:8])([CH3:5])[CH3:4].[Cl:44]C(Cl)(Cl)C(OC(N1C2C(C(OCC)=O)=C(C3C=CC(OCCOC4C=CC=C(F)C=4Cl)=CC=3)CC1CN(C(=O)C)C2)=O)(C)C.[OH-].[Na+], predict the reaction product. The product is: [Cl:1][C:2]([Cl:43])([Cl:42])[C:3]([O:6][C:7]([N:9]1[CH:14]2[C:15]([C:36]([OH:38])=[O:37])=[C:16]([C:18]3[CH:23]=[CH:22][C:21]([O:24][CH2:25][CH2:26][O:27][C:28]4[CH:33]=[C:32]([F:34])[CH:31]=[CH:30][C:29]=4[Cl:44])=[CH:20][CH:19]=3)[CH2:17][CH:10]1[CH2:11][N:12]([C:39](=[O:41])[CH3:40])[CH2:13]2)=[O:8])([CH3:5])[CH3:4]. (6) The product is: [OH:2][CH2:1][C:3]1[CH:4]=[CH:5][C:6]([C:9]#[N:10])=[N:7][CH:8]=1. Given the reactants [CH:1]([C:3]1[CH:4]=[CH:5][C:6]([C:9]#[N:10])=[N:7][CH:8]=1)=[O:2].[BH4-].[Na+], predict the reaction product.